From a dataset of Catalyst prediction with 721,799 reactions and 888 catalyst types from USPTO. Predict which catalyst facilitates the given reaction. (1) Reactant: [Br:1][C:2]1[CH:17]=[CH:16][CH:15]=[CH:14][C:3]=1[O:4][C:5]1[CH:13]=[CH:12][CH:11]=[CH:10][C:6]=1[C:7]([OH:9])=O.FC(F)(F)C(OC(=O)C(F)(F)F)=O.B(F)(F)F.CCOCC.[OH-].[Na+]. Product: [Br:1][C:2]1[C:3]2[O:4][C:5]3[C:6](=[CH:10][CH:11]=[CH:12][CH:13]=3)[C:7](=[O:9])[C:14]=2[CH:15]=[CH:16][CH:17]=1. The catalyst class is: 4. (2) Reactant: [CH3:1][C:2]1[CH:11]=[CH:10][C:9]2[C:4](=[CH:5][CH:6]=[CH:7][C:8]=2[N:12]2[CH2:17][CH2:16][N:15]([CH2:18][CH2:19][C:20]3[CH:21]=[C:22]([N:26]4[CH2:30][CH2:29][NH:28][C:27]4=[O:31])[CH:23]=[CH:24][CH:25]=3)[CH2:14][CH2:13]2)[N:3]=1.[S:32](=[O:36])(=[O:35])([OH:34])[OH:33]. Product: [S:32]([OH:36])([OH:35])(=[O:34])=[O:33].[CH3:1][C:2]1[CH:11]=[CH:10][C:9]2[C:4](=[CH:5][CH:6]=[CH:7][C:8]=2[N:12]2[CH2:17][CH2:16][N:15]([CH2:18][CH2:19][C:20]3[CH:21]=[C:22]([N:26]4[CH2:30][CH2:29][NH:28][C:27]4=[O:31])[CH:23]=[CH:24][CH:25]=3)[CH2:14][CH2:13]2)[N:3]=1. The catalyst class is: 5. (3) Reactant: [NH2:1][C:2]1[CH:3]=[CH:4][C:5]2[C:9]([CH:10]=1)=[N:8][N:7]1[C:11](=[O:28])[CH:12]=[C:13]([CH:15]3[CH2:20][CH2:19][N:18](C(OC(C)(C)C)=O)[CH2:17][CH2:16]3)[NH:14][C:6]=21.[ClH:29]. Product: [ClH:29].[NH2:1][C:2]1[CH:3]=[CH:4][C:5]2[C:9]([CH:10]=1)=[N:8][N:14]1[C:13]([CH:15]3[CH2:20][CH2:19][NH:18][CH2:17][CH2:16]3)=[CH:12][C:11](=[O:28])[NH:7][C:6]=21. The catalyst class is: 71. (4) Reactant: [CH3:1][O:2][C:3]([C:5]1[CH:14]=[C:13]2[C:8]([C@@H:9]([OH:15])[CH2:10][CH2:11][O:12]2)=[CH:7][CH:6]=1)=[O:4].N1C=CN=C1.[CH3:21][C:22]([Si:25](Cl)([CH3:27])[CH3:26])([CH3:24])[CH3:23]. Product: [Si:25]([O:15][C@@H:9]1[C:8]2[C:13](=[CH:14][C:5]([C:3]([O:2][CH3:1])=[O:4])=[CH:6][CH:7]=2)[O:12][CH2:11][CH2:10]1)([C:22]([CH3:24])([CH3:23])[CH3:21])([CH3:27])[CH3:26]. The catalyst class is: 3. (5) Reactant: [O:1]1[CH:5]=[CH:4][CH:3]=[C:2]1[C:6]1[CH:11]=[CH:10][C:9]([C:12]([CH3:16])([CH3:15])[CH2:13][OH:14])=[CH:8][CH:7]=1.CC(OI1(OC(C)=O)(OC(C)=O)OC(=O)C2C=CC=CC1=2)=O. Product: [O:1]1[CH:5]=[CH:4][CH:3]=[C:2]1[C:6]1[CH:11]=[CH:10][C:9]([C:12]([CH3:16])([CH3:15])[CH:13]=[O:14])=[CH:8][CH:7]=1. The catalyst class is: 2. (6) The catalyst class is: 4. Product: [ClH:35].[C:27]([C:29]1[CH:37]=[CH:36][C:32]([C:33]([N:19]([CH2:18][C@H:17]([N:14]2[CH2:15][CH2:16][N:11]([C:10]3[C:5]4[O:4][CH2:3][CH2:2][O:1][C:6]=4[CH:7]=[CH:8][CH:9]=3)[CH2:12][CH2:13]2)[CH3:26])[C:20]2[CH:25]=[CH:24][CH:23]=[CH:22][N:21]=2)=[O:34])=[CH:31][CH:30]=1)#[N:28]. Reactant: [O:1]1[C:6]2[CH:7]=[CH:8][CH:9]=[C:10]([N:11]3[CH2:16][CH2:15][N:14]([C@H:17]([CH3:26])[CH2:18][NH:19][C:20]4[CH:25]=[CH:24][CH:23]=[CH:22][N:21]=4)[CH2:13][CH2:12]3)[C:5]=2[O:4][CH2:3][CH2:2]1.[C:27]([C:29]1[CH:37]=[CH:36][C:32]([C:33]([Cl:35])=[O:34])=[CH:31][CH:30]=1)#[N:28]. (7) Reactant: [CH3:1][C@H:2]1[NH:7][C:6](=[O:8])[CH:5]([NH:9][C:10](=[O:16])[O:11][C:12]([CH3:15])([CH3:14])[CH3:13])[CH2:4][C@H:3]1[C:17]1[CH:22]=[CH:21][CH:20]=[CH:19][C:18]=1[CH3:23].CN1C(=O)N(C)CCC1.C(O[Li])(C)(C)C.[C:39]([CH2:43]OS(C(F)(F)F)(=O)=O)([F:42])([F:41])[F:40]. Product: [CH3:1][C@H:2]1[N:7]([CH2:43][C:39]([F:42])([F:41])[F:40])[C:6](=[O:8])[CH:5]([NH:9][C:10](=[O:16])[O:11][C:12]([CH3:15])([CH3:13])[CH3:14])[CH2:4][C@H:3]1[C:17]1[CH:22]=[CH:21][CH:20]=[CH:19][C:18]=1[CH3:23]. The catalyst class is: 1. (8) Reactant: [NH2:1][C:2]1[CH:3]=[CH:4][C:5]([C:8]([O:10]C)=[O:9])=[N:6][CH:7]=1.[F:12][C:13]1[CH:32]=[CH:31][C:16]([O:17][C:18]2[CH:26]=[C:25]([C:27]([F:30])([F:29])[F:28])[CH:24]=[CH:23][C:19]=2[C:20](O)=[O:21])=[CH:15][CH:14]=1.CN1CCOCC1.CN(C(ON1N=NC2C=CC=NC1=2)=[N+](C)C)C.F[P-](F)(F)(F)(F)F.[OH-].[Na+]. Product: [F:12][C:13]1[CH:32]=[CH:31][C:16]([O:17][C:18]2[CH:26]=[C:25]([C:27]([F:28])([F:29])[F:30])[CH:24]=[CH:23][C:19]=2[C:20]([NH:1][C:2]2[CH:3]=[CH:4][C:5]([C:8]([OH:10])=[O:9])=[N:6][CH:7]=2)=[O:21])=[CH:15][CH:14]=1. The catalyst class is: 121. (9) Reactant: [CH3:1][N:2]([CH3:11])[C:3]1[CH:4]=[C:5]([CH2:9]O)[CH:6]=[CH:7][CH:8]=1.[CH3:12][C:13]1([CH3:25])[C:17]([CH3:19])([CH3:18])[O:16][B:15]([C:20]2[CH:21]=[N:22][NH:23][CH:24]=2)[O:14]1.C(C=P(CCCC)(CCCC)CCCC)#N. Product: [CH3:1][N:2]([CH3:11])[C:3]1[CH:8]=[CH:7][CH:6]=[C:5]([CH2:9][N:23]2[CH:24]=[C:20]([B:15]3[O:14][C:13]([CH3:25])([CH3:12])[C:17]([CH3:19])([CH3:18])[O:16]3)[CH:21]=[N:22]2)[CH:4]=1. The catalyst class is: 11.